Task: Regression. Given a target protein amino acid sequence and a drug SMILES string, predict the binding affinity score between them. We predict pIC50 (pIC50 = -log10(IC50 in M); higher means more potent). Dataset: bindingdb_ic50.. Dataset: Drug-target binding data from BindingDB using IC50 measurements (1) The target protein sequence is MEVQLGLGRVYPRPPSKTYRGAFQNLFQSVREVIQNPGPRHPEAASAAPPGASLLLLQQQQQQQQQQQQQQQQQQQQQETSPRQQQQQQGEDGSPQAHRRGPTGYLVLDEEQQPSQPQSALECHPERGCVPEPGAAVAASKGLPQQLPAPPDEDDSAAPSTLSLLGPTFPGLSSCSADLKDILSEASTMQLLQQQQQEAVSEGSSSGRAREASGAPTSSKDNYLGGTSTISDNAKELCKAVSVSMGLGVEALEHLSPGEQLRGDCMYAPLLGVPPAVRPTPCAPLAECKGSLLDDSAGKSTEDTAEYSPFKGGYTKGLEGESLGCSGSAAAGSSGTLELPSTLSLYKSGALDEAAAYQSRDYYNFPLALAGPPPPPPPPHPHARIKLENPLDYGSAWAAAAAQCRYGDLASLHGAGAAGPGSGSPSAAASSSWHTLFTAEEGQLYGPCGGGGGGGGGGGGGGGGGGGGGGGGEAGAVAPYGYTRPPQGLAGQESDFTAPD.... The drug is N#Cc1cccc2c(O[C@H]3CC[C@H](NC(=O)c4ccc(F)c(F)c4)CC3)ccnc12. The pIC50 is 7.1. (2) The drug is C#CCCC[C@@H]1OC(=O)[C@H]1c1cc(OC)c(OC)c(OC)c1. The target protein sequence is MKNFLAQQGKITLILTALCVLIYLAQQLGFEDDIMYLMHYPAYEEQDSEVWRYISHTLVHLSNLHILFNLSWFLIFGGMIERTFGSVKLLMLYVVASAITGYVQNYVSGPAFFGLSGVVYAVLGYVFIRDKLNHHLFDLPEGFFTMLLVGIALGFISPLFGVEMGNAAHISGLIVGLIWGFIDSKLRKNSLE. The pIC50 is 4.2. (3) The drug is NC(=Nc1ccc2c(c1)OCCN2CCN1CCCC1)c1cccs1. The target protein sequence is MEDHMFGVQQIQPNVISVRLFKRKVGGLGFLVKERVSKPPVIISDLIRGGAAEQSGLIQAGDIILAVNGRPLVDLSYDSALEVLRGIASETHVVLILRGPEGFTTHLETTFTGDGTPKTIRVTQPLGPPTKAVDLSHQPPAGKEQPLAVDGASGPGNGPQHAYDDGQEAGSLPHANGLAPRPPGQDPAKKATRVSLQGRGENNELLKEIEPVLSLLTSGSRGVKGGAPAKAEMKDMGIQVDRDLDGKSHKPLPLGVENDRVFNDLWGKGNVPVVLNNPYSEKEQPPTSGKQSPTKNGSPSKCPRFLKVKNWETEVVLTDTLHLKSTLETGCTEYICMGSIMHPSQHARRPEDVRTKGQLFPLAKEFIDQYYSSIKRFGSKAHMERLEEVNKEIDTTSTYQLKDTELIYGAKHAWRNASRCVGRIQWSKLQVFDARDCTTAHGMFNYICNHVKYATNKGNLRSAITIFPQRTDGKHDFRVWNSQLIRYAGYKQPDGSTLGD.... The pIC50 is 6.4. (4) The small molecule is COc1ccc2c(c1)CCc1c-2c2c(c3c4ccccc4n(CCO)c13)CNC2=O. The target protein (P80192) has sequence MEPSRALLGCLASAAAAAPPGEDGAGAGAEEEEEEEEEAAAAVGPGELGCDAPLPYWTAVFEYEAAGEDELTLRLGDVVEVLSKDSQVSGDEGWWTGQLNQRVGIFPSNYVTPRSAFSSRCQPGGEDPSCYPPIQLLEIDFAELTLEEIIGIGGFGKVYRAFWIGDEVAVKAARHDPDEDISQTIENVRQEAKLFAMLKHPNIIALRGVCLKEPNLCLVMEFARGGPLNRVLSGKRIPPDILVNWAVQIARGMNYLHDEAIVPIIHRDLKSSNILILQKVENGDLSNKILKITDFGLAREWHRTTKMSAAGTYAWMAPEVIRASMFSKGSDVWSYGVLLWELLTGEVPFRGIDGLAVAYGVAMNKLALPIPSTCPEPFAKLMEDCWNPDPHSRPSFTNILDQLTTIEESGFFEMPKDSFHCLQDNWKHEIQEMFDQLRAKEKELRTWEEELTRAALQQKNQEELLRRREQELAEREIDILERELNIIIHQLCQEKPRVKK.... The pIC50 is 7.0. (5) The small molecule is OC1CCCCC1N1CCN(c2ncnc3c2cnn3-c2ccccc2)CC1. The target protein (P11169) has sequence MGTQKVTPALIFAITVATIGSFQFGYNTGVINAPEKIIKEFINKTLTDKGNAPPSEVLLTSLWSLSVAIFSVGGMIGSFSVGLFVNRFGRRNSMLIVNLLAVTGGCFMGLCKVAKSVEMLILGRLVIGLFCGLCTGFVPMYIGEISPTALRGAFGTLNQLGIVVGILVAQIFGLEFILGSEELWPLLLGFTILPAILQSAALPFCPESPRFLLINRKEEENAKQILQRLWGTQDVSQDIQEMKDESARMSQEKQVTVLELFRVSSYRQPIIISIVLQLSQQLSGINAVFYYSTGIFKDAGVQEPIYATIGAGVVNTIFTVVSLFLVERAGRRTLHMIGLGGMAFCSTLMTVSLLLKDNYNGMSFVCIGAILVFVAFFEIGPGPIPWFIVAELFSQGPRPAAMAVAGCSNWTSNFLVGLLFPSAAHYLGAYVFIIFTGFLITFLAFTFFKVPETRGRTFEDITRAFEGQAHGADRSGKDGVMEMNSIEPAKETTTNV. The pIC50 is 5.0.